Dataset: Reaction yield outcomes from USPTO patents with 853,638 reactions. Task: Predict the reaction yield, written as a fraction of the theoretical maximum amount of product (1.0 means a 100% yield; for example, 0.34 means a 34% yield). (1) The reactants are [C:1](=[O:19])([O:4][C:5]1[CH:10]=[C:9]([N+:11]([O-])=O)[CH:8]=[CH:7][C:6]=1[O:14][C:15]([F:18])([F:17])[F:16])[O:2][CH3:3]. The catalyst is C(OCC)(=O)C.[Pd]. The product is [C:1](=[O:19])([O:2][CH3:3])[O:4][C:5]1[CH:10]=[C:9]([NH2:11])[CH:8]=[CH:7][C:6]=1[O:14][C:15]([F:18])([F:17])[F:16]. The yield is 0.840. (2) The reactants are Cl.[Sn](Cl)Cl.[N+:5]([C:8]1[CH:13]=[C:12]([C:14]([F:17])([F:16])[F:15])[CH:11]=[CH:10][C:9]=1[N:18]1[C:26]2[C:21](=[CH:22][CH:23]=[CH:24][CH:25]=2)[CH2:20][CH2:19]1)([O-])=O.C(=O)(O)[O-].[Na+]. The catalyst is CO. The product is [NH2:5][C:8]1[CH:13]=[C:12]([C:14]([F:15])([F:16])[F:17])[CH:11]=[CH:10][C:9]=1[N:18]1[C:26]2[C:21](=[CH:22][CH:23]=[CH:24][CH:25]=2)[CH2:20][CH2:19]1. The yield is 0.939. (3) The reactants are [Br:1][C:2]1[CH:3]=[C:4]2[C:14](=[CH:15][CH:16]=1)[O:13][C:7]1([CH2:12][CH2:11][CH2:10][O:9][CH2:8]1)[CH2:6][C:5]2=O.[CH3:18][C:19]([S:22]([NH2:24])=[O:23])([CH3:21])[CH3:20].CCOC(C)=O.C([O-])(O)=O.[Na+]. The catalyst is CN1C2C(N=C(N)NC=2NCC1CNC1C=CC(C(NC(C(O)=O)CCC(O)=O)=O)=CC=1)=O.[O-]CC.[Ti+4].[O-]CC.[O-]CC.[O-]CC. The product is [Br:1][C:2]1[CH:3]=[C:4]2[C:14](=[CH:15][CH:16]=1)[O:13][C:7]1([CH2:12][CH2:11][CH2:10][O:9][CH2:8]1)[CH2:6][C:5]2=[N:24][S:22]([C:19]([CH3:21])([CH3:20])[CH3:18])=[O:23]. The yield is 0.970. (4) The reactants are Br[C:2]1[CH:7]=[CH:6][CH:5]=[CH:4][C:3]=1[S:8][CH3:9].[C:10]([N:17]1[CH2:22][CH2:21][C:20](=[O:23])[CH2:19][CH2:18]1)([O:12][C:13]([CH3:16])([CH3:15])[CH3:14])=[O:11]. No catalyst specified. The product is [C:13]([O:12][C:10]([N:17]1[CH2:22][CH2:21][C:20]([OH:23])([C:2]2[CH:7]=[CH:6][CH:5]=[CH:4][C:3]=2[S:8][CH3:9])[CH2:19][CH2:18]1)=[O:11])([CH3:16])([CH3:14])[CH3:15]. The yield is 1.00.